From a dataset of Experimentally validated miRNA-target interactions with 360,000+ pairs, plus equal number of negative samples. Binary Classification. Given a miRNA mature sequence and a target amino acid sequence, predict their likelihood of interaction. (1) The miRNA is hsa-miR-555 with sequence AGGGUAAGCUGAACCUCUGAU. The protein sequence of the target gene is MADIDNKEQSELDQDLDDVEEVEEEETGEETKLKARQLTVQMMQNPQILAALQERLDGLVETPTGYIESLPRVVKRRVNALKNLQVKCAQIEAKFYEEVHDLERKYAVLYQPLFDKRFEIINAIYEPTEEECEWKPDEEDEISEELKEKAKIEDEKKDEEKEDPKGIPEFWLTVFKNVDLLSDMVQEHDEPILKHLKDIKVKFSDAGQPMSFVLEFHFEPNEYFTNEVLTKTYRMRSEPDDSDPFSFDGPEIMGCTGCQIDWKKGKNVTLKTIKKKQKHKGRGTVRTVTKTVSNDSFFNF.... Result: 1 (interaction). (2) The miRNA is hsa-miR-2117 with sequence UGUUCUCUUUGCCAAGGACAG. The protein sequence of the target gene is MDSNTAPLGPSCPQPPPAPQPQARSRLNATASLEQERSERPRAPGPQAGPGPGVRDAAAPAEPQAQHTRSRERADGTGPTKGDMEIPFEEVLERAKAGDPKAQTEVGKHYLQLAGDTDEELNSCTAVDWLVLAAKQGRREAVKLLRRCLADRRGITSENEREVRQLSSETDLERAVRKAALVMYWKLNPKKKKQVAVAELLENVGQVNEHDGGAQPGPVPKSLQKQRRMLERLVSSESKNYIALDDFVEITKKYAKGVIPSSLFLQDDEDDDELAGKSPEDLPLRLKVVKYPLHAIMEIK.... Result: 0 (no interaction).